Dataset: Reaction yield outcomes from USPTO patents with 853,638 reactions. Task: Predict the reaction yield, written as a fraction of the theoretical maximum amount of product (1.0 means a 100% yield; for example, 0.34 means a 34% yield). (1) The reactants are [Br:1][C:2]1[CH:3]=[CH:4][C:5](F)=[C:6]([C:8]([C:10]2([OH:21])[CH2:16][CH2:15][C:14]3[CH:17]=[CH:18][CH:19]=[CH:20][C:13]=3[CH2:12][CH2:11]2)=[O:9])[CH:7]=1.[H-].[Na+]. The catalyst is C1COCC1. The product is [Br:1][C:2]1[CH:3]=[CH:4][C:5]2[O:21][C:10]3([CH2:16][CH2:15][C:14]4[CH:17]=[CH:18][CH:19]=[CH:20][C:13]=4[CH2:12][CH2:11]3)[C:8](=[O:9])[C:6]=2[CH:7]=1. The yield is 0.710. (2) The reactants are F[C:2]1[C:3]([C:15]#[N:16])=[N:4][CH:5]=[CH:6][C:7]=1[C:8]1[CH:9]=[N:10][CH:11]=[CH:12][C:13]=1[CH3:14].[OH:17][NH:18]C(=O)C.C(=O)([O-])[O-].[K+].[K+]. The catalyst is CN(C=O)C.O. The product is [CH3:14][C:13]1[CH:12]=[CH:11][N:10]=[CH:9][C:8]=1[C:7]1[CH:6]=[CH:5][N:4]=[C:3]2[C:15]([NH2:16])=[N:18][O:17][C:2]=12. The yield is 0.770.